From a dataset of NCI-60 drug combinations with 297,098 pairs across 59 cell lines. Regression. Given two drug SMILES strings and cell line genomic features, predict the synergy score measuring deviation from expected non-interaction effect. (1) Drug 1: C1=C(C(=O)NC(=O)N1)N(CCCl)CCCl. Drug 2: CCCCC(=O)OCC(=O)C1(CC(C2=C(C1)C(=C3C(=C2O)C(=O)C4=C(C3=O)C=CC=C4OC)O)OC5CC(C(C(O5)C)O)NC(=O)C(F)(F)F)O. Cell line: MALME-3M. Synergy scores: CSS=17.8, Synergy_ZIP=-5.55, Synergy_Bliss=1.52, Synergy_Loewe=1.31, Synergy_HSA=1.24. (2) Drug 1: CNC(=O)C1=NC=CC(=C1)OC2=CC=C(C=C2)NC(=O)NC3=CC(=C(C=C3)Cl)C(F)(F)F. Drug 2: COC1=C2C(=CC3=C1OC=C3)C=CC(=O)O2. Cell line: MDA-MB-231. Synergy scores: CSS=4.31, Synergy_ZIP=-0.643, Synergy_Bliss=2.65, Synergy_Loewe=-0.733, Synergy_HSA=-0.0502. (3) Drug 1: C#CCC(CC1=CN=C2C(=N1)C(=NC(=N2)N)N)C3=CC=C(C=C3)C(=O)NC(CCC(=O)O)C(=O)O. Drug 2: C(CCl)NC(=O)N(CCCl)N=O. Cell line: SF-539. Synergy scores: CSS=15.3, Synergy_ZIP=-1.96, Synergy_Bliss=3.45, Synergy_Loewe=-2.02, Synergy_HSA=-0.0536.